From a dataset of Forward reaction prediction with 1.9M reactions from USPTO patents (1976-2016). Predict the product of the given reaction. Given the reactants [Cl:1][C:2]1[CH:3]=[C:4]([CH:8]=[CH:9][C:10]=1[Cl:11])[C:5]([OH:7])=O.ON1C2C=CC=CC=2N=N1.Cl.CN(C)CCCN=C=NCC.C(N(CC)C(C)C)(C)C.[NH:43]1[CH2:48][CH2:47][O:46][C@@H:45]([CH2:49][NH:50][C:51](=[O:57])[O:52][C:53]([CH3:56])([CH3:55])[CH3:54])[CH2:44]1, predict the reaction product. The product is: [C:53]([O:52][C:51](=[O:57])[NH:50][CH2:49][C@@H:45]1[O:46][CH2:47][CH2:48][N:43]([C:5](=[O:7])[C:4]2[CH:8]=[CH:9][C:10]([Cl:11])=[C:2]([Cl:1])[CH:3]=2)[CH2:44]1)([CH3:56])([CH3:54])[CH3:55].